Dataset: Forward reaction prediction with 1.9M reactions from USPTO patents (1976-2016). Task: Predict the product of the given reaction. (1) Given the reactants [C:1]1([C:7](=[O:11])[C:8]([OH:10])=O)[CH:6]=[CH:5][CH:4]=[CH:3][CH:2]=1.S(Cl)(Cl)=O.[NH2:16][C:17]1[CH:24]=[CH:23][C:20]([C:21]#[N:22])=[C:19]([Cl:25])[CH:18]=1, predict the reaction product. The product is: [Cl:25][C:19]1[CH:18]=[C:17]([NH:16][C:8](=[O:10])[C:7](=[O:11])[C:1]2[CH:2]=[CH:3][CH:4]=[CH:5][CH:6]=2)[CH:24]=[CH:23][C:20]=1[C:21]#[N:22]. (2) Given the reactants [C:1]1([C:16]2[CH:21]=[CH:20][CH:19]=[CH:18][CH:17]=2)[CH:6]=[CH:5][C:4]([C:7](=O)[CH2:8][N:9]2[CH2:14][CH2:13][O:12][CH2:11][CH2:10]2)=[CH:3][CH:2]=1.CN.[C:24]([BH3-])#[N:25].[Na+].C(O)(=O)C, predict the reaction product. The product is: [C:1]1([C:16]2[CH:21]=[CH:20][CH:19]=[CH:18][CH:17]=2)[CH:6]=[CH:5][C:4]([CH:7]([NH:25][CH3:24])[CH2:8][N:9]2[CH2:14][CH2:13][O:12][CH2:11][CH2:10]2)=[CH:3][CH:2]=1. (3) Given the reactants [C:1]([C:5]1[CH:6]=[CH:7][C:8]([CH3:12])=[C:9]([CH:11]=1)[NH2:10])([CH3:4])([CH3:3])[CH3:2].C(OC(=O)C)(=O)C.C([O-])(=O)C.[K+].[N:25](OCCC(C)C)=O, predict the reaction product. The product is: [C:1]([C:5]1[CH:11]=[C:9]2[C:8]([CH:12]=[N:25][NH:10]2)=[CH:7][CH:6]=1)([CH3:4])([CH3:3])[CH3:2]. (4) Given the reactants [N+:1]([C:4]1[CH:9]=[CH:8][CH:7]=[CH:6][C:5]=1[N:10]=[C:11]=[O:12])([O-:3])=[O:2].[N:13]1[CH:18]=[CH:17][C:16]([N:19]2[CH2:24][CH2:23][CH:22]([CH2:25][OH:26])[CH2:21][CH2:20]2)=[CH:15][CH:14]=1, predict the reaction product. The product is: [N+:1]([C:4]1[CH:9]=[CH:8][CH:7]=[CH:6][C:5]=1[NH:10][C:11]([O:26][CH2:25][CH:22]1[CH2:21][CH2:20][N:19]([C:16]2[CH:17]=[CH:18][N:13]=[CH:14][CH:15]=2)[CH2:24][CH2:23]1)=[O:12])([O-:3])=[O:2]. (5) Given the reactants [F:1][C:2]([F:13])([F:12])[C:3]1[CH:4]=[C:5]([N:9]=[C:10]=[S:11])[CH:6]=[CH:7][CH:8]=1.[C:14]1([NH2:21])[CH:19]=[CH:18][CH:17]=[CH:16][C:15]=1[NH2:20], predict the reaction product. The product is: [NH2:20][C:15]1[CH:16]=[CH:17][CH:18]=[CH:19][C:14]=1[NH:21][C:10]([NH:9][C:5]1[CH:6]=[CH:7][CH:8]=[C:3]([C:2]([F:12])([F:1])[F:13])[CH:4]=1)=[S:11]. (6) Given the reactants [C:1]([O:5][C:6](=[O:15])[NH:7][C:8]1[S:9][C:10]([CH:13]=[O:14])=[CH:11][N:12]=1)([CH3:4])([CH3:3])[CH3:2].C[Si]([C:20]#[N:21])(C)C, predict the reaction product. The product is: [C:1]([O:5][C:6](=[O:15])[NH:7][C:8]1[S:9][C:10]([CH:13]([OH:14])[CH2:20][NH2:21])=[CH:11][N:12]=1)([CH3:4])([CH3:2])[CH3:3]. (7) Given the reactants C([O:5][C:6]([NH:8][C@@H:9]1[CH2:17][C:16]2[C:11](=[CH:12][CH:13]=[CH:14][CH:15]=2)[C@H:10]1[CH2:18][O:19][CH:20]([CH3:28])[C:21]([O:23][C:24]([CH3:27])([CH3:26])[CH3:25])=[O:22])=[O:7])(C)(C)C.N1C(C)=CC=CC=1C.FC(F)(F)S(O[Si:43]([C:46]([CH3:49])([CH3:48])[CH3:47])([CH3:45])[CH3:44])(=O)=O.[Cl-].[NH4+], predict the reaction product. The product is: [Si:43]([O:5][C:6]([NH:8][C@@H:9]1[CH2:17][C:16]2[C:11](=[CH:12][CH:13]=[CH:14][CH:15]=2)[C@H:10]1[CH2:18][O:19][CH:20]([CH3:28])[C:21]([O:23][C:24]([CH3:26])([CH3:27])[CH3:25])=[O:22])=[O:7])([C:46]([CH3:49])([CH3:48])[CH3:47])([CH3:45])[CH3:44].